Dataset: Catalyst prediction with 721,799 reactions and 888 catalyst types from USPTO. Task: Predict which catalyst facilitates the given reaction. Reactant: [CH:1]1([C@@H:7]([NH:25][CH2:26][C:27]2[C:32]([N+:33]([O-])=O)=[CH:31][N:30]=[C:29]([O:36][C:37]3[CH:42]=[CH:41][CH:40]=[CH:39][CH:38]=3)[CH:28]=2)[CH2:8][CH2:9][C:10]([N:12]([CH:19]2[CH2:24][CH2:23][CH2:22][CH2:21][CH2:20]2)[CH2:13][C:14]2[NH:18][N:17]=[N:16][N:15]=2)=[O:11])[CH2:6][CH2:5][CH2:4][CH2:3][CH2:2]1.[N:43]#[C:44]Br. Product: [NH2:43][C:44]1[N:25]([C@H:7]([CH:1]2[CH2:6][CH2:5][CH2:4][CH2:3][CH2:2]2)[CH2:8][CH2:9][C:10]([N:12]([CH:19]2[CH2:24][CH2:23][CH2:22][CH2:21][CH2:20]2)[CH2:13][C:14]2[NH:18][N:17]=[N:16][N:15]=2)=[O:11])[CH2:26][C:27]2[CH:28]=[C:29]([O:36][C:37]3[CH:42]=[CH:41][CH:40]=[CH:39][CH:38]=3)[N:30]=[CH:31][C:32]=2[N:33]=1. The catalyst class is: 791.